This data is from Catalyst prediction with 721,799 reactions and 888 catalyst types from USPTO. The task is: Predict which catalyst facilitates the given reaction. (1) Reactant: [CH3:1][O:2][C:3]1[CH:10]=[C:9]([O:11][CH3:12])[CH:8]=[C:7]([O:13][CH3:14])[C:4]=1[CH:5]=O.C([O-])(=O)C.[NH4+].[N+:20]([CH3:23])([O-:22])=[O:21]. Product: [CH3:1][O:2][C:3]1[CH:10]=[C:9]([O:11][CH3:12])[CH:8]=[C:7]([O:13][CH3:14])[C:4]=1[CH:5]=[CH:23][N+:20]([O-:22])=[O:21]. The catalyst class is: 15. (2) Reactant: [CH:1]1([CH2:7][C@H:8]([O:17][C:18](=[O:41])[NH:19][C@@H:20]([CH2:32][O:33]CC2C=CC=CC=2)[CH2:21][N:22]2[C:30]3[C:25](=[CH:26][C:27]([F:31])=[CH:28][CH:29]=3)[CH2:24][CH2:23]2)[C:9]([N:11]2[CH2:16][CH2:15][O:14][CH2:13][CH2:12]2)=[O:10])[CH2:6][CH2:5][CH2:4][CH2:3][CH2:2]1. Product: [CH:1]1([CH2:7][C@H:8]([O:17][C:18](=[O:41])[NH:19][C@@H:20]([CH2:32][OH:33])[CH2:21][N:22]2[C:30]3[C:25](=[CH:26][C:27]([F:31])=[CH:28][CH:29]=3)[CH2:24][CH2:23]2)[C:9]([N:11]2[CH2:16][CH2:15][O:14][CH2:13][CH2:12]2)=[O:10])[CH2:2][CH2:3][CH2:4][CH2:5][CH2:6]1. The catalyst class is: 19.